This data is from TCR-epitope binding with 47,182 pairs between 192 epitopes and 23,139 TCRs. The task is: Binary Classification. Given a T-cell receptor sequence (or CDR3 region) and an epitope sequence, predict whether binding occurs between them. (1) The epitope is KLPDDFTGCV. The TCR CDR3 sequence is CASSSSGNTGELFF. Result: 0 (the TCR does not bind to the epitope). (2) The epitope is KLSYGIATV. The TCR CDR3 sequence is CSVDVGLALDNEQFF. Result: 1 (the TCR binds to the epitope). (3) The epitope is FLRGRAYGL. The TCR CDR3 sequence is CASGISNQPQHF. Result: 0 (the TCR does not bind to the epitope). (4) The epitope is TLIGDCATV. The TCR CDR3 sequence is CASSSSGDRITDTQYF. Result: 1 (the TCR binds to the epitope).